The task is: Predict which catalyst facilitates the given reaction.. This data is from Catalyst prediction with 721,799 reactions and 888 catalyst types from USPTO. (1) Reactant: C(N(CC)CC)C.[OH:8][C:9]1[C:14](=[S:15])[CH:13]=[CH:12][O:11][CH:10]=1.[Cl:16][CH:17]([CH3:21])[C:18](Cl)=[O:19]. Product: [Cl:16][CH:17]([CH3:21])[C:18]([O:8][C:9]1[C:14](=[S:15])[CH:13]=[CH:12][O:11][CH:10]=1)=[O:19]. The catalyst class is: 4. (2) Reactant: C([O:3][C:4]([C:6]1([S:28]([C:31]2[CH:36]=[CH:35][C:34]([O:37][CH2:38][CH2:39][CH2:40][CH3:41])=[CH:33][CH:32]=2)(=[O:30])=[O:29])[CH2:11][CH2:10][N:9]([CH2:12][C:13]2[CH:18]=[CH:17][C:16]([O:19][CH2:20][CH2:21][N:22]3[CH2:27][CH2:26][CH2:25][CH2:24][CH2:23]3)=[CH:15][CH:14]=2)[CH2:8][CH2:7]1)=[O:5])C. Product: [CH2:38]([O:37][C:34]1[CH:33]=[CH:32][C:31]([S:28]([C:6]2([C:4]([OH:5])=[O:3])[CH2:7][CH2:8][N:9]([CH2:12][C:13]3[CH:18]=[CH:17][C:16]([O:19][CH2:20][CH2:21][N:22]4[CH2:23][CH2:24][CH2:25][CH2:26][CH2:27]4)=[CH:15][CH:14]=3)[CH2:10][CH2:11]2)(=[O:30])=[O:29])=[CH:36][CH:35]=1)[CH2:39][CH2:40][CH3:41]. The catalyst class is: 74. (3) Reactant: [CH3:1][O:2][C:3]1[CH:8]=[CH:7][C:6]([N:9]2[C:13]3[C:14](=[O:24])[N:15]([CH2:18][CH2:19][CH2:20][CH2:21][C:22]#[N:23])[CH2:16][CH2:17][C:12]=3[C:11]([C:25]([F:28])([F:27])[F:26])=[N:10]2)=[CH:5][CH:4]=1.Cl.[NH2:30][OH:31].C(N(CC)CC)C. Product: [OH:31][NH:30][C:22](=[NH:23])[CH2:21][CH2:20][CH2:19][CH2:18][N:15]1[CH2:16][CH2:17][C:12]2[C:11]([C:25]([F:28])([F:26])[F:27])=[N:10][N:9]([C:6]3[CH:7]=[CH:8][C:3]([O:2][CH3:1])=[CH:4][CH:5]=3)[C:13]=2[C:14]1=[O:24]. The catalyst class is: 8.